This data is from Peptide-MHC class II binding affinity with 134,281 pairs from IEDB. The task is: Regression. Given a peptide amino acid sequence and an MHC pseudo amino acid sequence, predict their binding affinity value. This is MHC class II binding data. (1) The peptide sequence is TATYGGKWLDAKSTW. The MHC is HLA-DPA10301-DPB10402 with pseudo-sequence HLA-DPA10301-DPB10402. The binding affinity (normalized) is 0.120. (2) The peptide sequence is SGMAEATSLDTMAQM. The MHC is HLA-DQA10102-DQB10602 with pseudo-sequence HLA-DQA10102-DQB10602. The binding affinity (normalized) is 0.431. (3) The peptide sequence is KLSDLIIADISTAQE. The MHC is HLA-DQA10501-DQB10201 with pseudo-sequence HLA-DQA10501-DQB10201. The binding affinity (normalized) is 0.418.